This data is from Peptide-MHC class II binding affinity with 134,281 pairs from IEDB. The task is: Regression. Given a peptide amino acid sequence and an MHC pseudo amino acid sequence, predict their binding affinity value. This is MHC class II binding data. (1) The peptide sequence is AAVVRFQEAANKQKQ. The MHC is DRB1_0404 with pseudo-sequence DRB1_0404. The binding affinity (normalized) is 0.493. (2) The peptide sequence is EKSYFAATQFEPLAA. The MHC is DRB1_0101 with pseudo-sequence DRB1_0101. The binding affinity (normalized) is 0.747.